From a dataset of Catalyst prediction with 721,799 reactions and 888 catalyst types from USPTO. Predict which catalyst facilitates the given reaction. (1) Reactant: [Mg:1].C(Br)C.[CH3:5][C:6]1[CH:7]=[C:8]([CH:11]=[C:12]([CH3:14])[CH:13]=1)[CH2:9]Cl.[Cl-:15]. The catalyst class is: 7. Product: [CH3:5][C:6]1[CH:7]=[C:8]([CH:11]=[C:12]([CH3:14])[CH:13]=1)[CH2:9][Mg:1][Cl:15]. (2) Reactant: [NH:1]1[C:9]2[C:4](=[N:5][CH:6]=[CH:7][CH:8]=2)[CH:3]=[CH:2]1.C1C=C(Cl)C=C(C(OO)=[O:18])C=1. Product: [NH:1]1[C:9]2[C:4](=[N+:5]([O-:18])[CH:6]=[CH:7][CH:8]=2)[CH:3]=[CH:2]1. The catalyst class is: 2. (3) Reactant: Br[C:2]1[N:7]=[C:6]([NH:8][C:9]2[C:10]3[N:11]([C:16]([C:19]([NH:21][C:22]4[CH:27]=[CH:26][N:25]=[CH:24][C:23]=4[F:28])=[O:20])=[CH:17][N:18]=3)[N:12]=[C:13](Cl)[CH:14]=2)[CH:5]=[CH:4][CH:3]=1.[NH2:29][C@H:30]1[CH2:35][CH2:34][C@H:33]([OH:36])[CH2:32][CH2:31]1. Product: [F:28][C:23]1[CH:24]=[N:25][CH:26]=[CH:27][C:22]=1[NH:21][C:19]([C:16]1[N:11]2[N:12]=[C:13]([NH:29][C@H:30]3[CH2:35][CH2:34][C@H:33]([OH:36])[CH2:32][CH2:31]3)[CH:14]=[C:9]([NH:8][C:6]3[CH:5]=[CH:4][CH:3]=[C:2]([NH:29][C@H:30]4[CH2:35][CH2:34][C@H:33]([OH:36])[CH2:32][CH2:31]4)[N:7]=3)[C:10]2=[N:18][CH:17]=1)=[O:20]. The catalyst class is: 37. (4) Reactant: C[Al](C)C.[CH:5]([C:8]1[CH:14]=[CH:13][C:11]([NH2:12])=[CH:10][CH:9]=1)([CH3:7])[CH3:6].[CH3:15][O:16][C:17]1[CH:22]=[CH:21][CH:20]=[CH:19][C:18]=1[C:23]([NH:25]/[C:26](/[CH3:33])=[CH:27]\[C:28](OCC)=[O:29])=O. Product: [CH3:33][C:26]1[N:25]=[C:23]([C:18]2[CH:19]=[CH:20][CH:21]=[CH:22][C:17]=2[O:16][CH3:15])[N:12]([C:11]2[CH:13]=[CH:14][C:8]([CH:5]([CH3:7])[CH3:6])=[CH:9][CH:10]=2)[C:28](=[O:29])[CH:27]=1. The catalyst class is: 11.